From a dataset of Full USPTO retrosynthesis dataset with 1.9M reactions from patents (1976-2016). Predict the reactants needed to synthesize the given product. (1) Given the product [CH2:18]([S:20][C:21]1[CH:26]=[C:25]([C:27]([F:29])([F:28])[F:30])[CH:24]=[CH:23][C:22]=1[C:31]1[NH:14][C:11]2=[N:12][CH:13]=[C:8]([C:7]([F:6])([F:16])[F:17])[CH:9]=[C:10]2[N:15]=1)[CH3:19], predict the reactants needed to synthesize it. The reactants are: S([O-])(O)=O.[Na+].[F:6][C:7]([F:17])([F:16])[C:8]1[CH:9]=[C:10]([NH2:15])[C:11]([NH2:14])=[N:12][CH:13]=1.[CH2:18]([S:20][C:21]1[CH:26]=[C:25]([C:27]([F:30])([F:29])[F:28])[CH:24]=[CH:23][C:22]=1[CH:31]=O)[CH3:19].CN(C=O)C. (2) Given the product [C:25]([C:18]1[CH:19]=[C:20]2[C:15](=[CH:16][CH:17]=1)[NH:14][CH:13]([C:9]1[CH:8]=[C:7]([NH:6][S:2]([CH3:1])(=[O:4])=[O:3])[CH:12]=[CH:11][CH:10]=1)[CH2:22][C:21]2([CH3:24])[CH3:23])#[N:26], predict the reactants needed to synthesize it. The reactants are: [CH3:1][S:2](Cl)(=[O:4])=[O:3].[NH2:6][C:7]1[CH:8]=[C:9]([CH:13]2[CH2:22][C:21]([CH3:24])([CH3:23])[C:20]3[C:15](=[CH:16][CH:17]=[C:18]([C:25]#[N:26])[CH:19]=3)[NH:14]2)[CH:10]=[CH:11][CH:12]=1.N1C=CC=CC=1. (3) Given the product [Cl:1][C:2]1[CH:22]=[CH:21][C:5]([CH2:6][N:7]2[CH2:12][CH2:11][NH:10][CH2:9][C:8]2=[O:20])=[CH:4][CH:3]=1, predict the reactants needed to synthesize it. The reactants are: [Cl:1][C:2]1[CH:22]=[CH:21][C:5]([CH2:6][N:7]2[CH2:12][CH2:11][N:10](C(OC(C)(C)C)=O)[CH2:9][C:8]2=[O:20])=[CH:4][CH:3]=1.Cl. (4) The reactants are: [F:1][C:2]1[CH:10]=[C:9]([F:11])[C:8]([N+:12]([O-:14])=[O:13])=[CH:7][C:3]=1[C:4](Cl)=[O:5].[CH2:15]([OH:17])[CH3:16]. Given the product [CH2:15]([O:17][C:4](=[O:5])[C:3]1[CH:7]=[C:8]([N+:12]([O-:14])=[O:13])[C:9]([F:11])=[CH:10][C:2]=1[F:1])[CH3:16], predict the reactants needed to synthesize it. (5) Given the product [F:18][C:6]1[CH:11]=[CH:10][C:9]([OH:12])=[C:8]([O:13][C:14]([F:17])([F:16])[F:15])[CH:7]=1, predict the reactants needed to synthesize it. The reactants are: N([O-])=O.[Na+].N[C:6]1[CH:11]=[CH:10][C:9]([OH:12])=[C:8]([O:13][C:14]([F:17])([F:16])[F:15])[CH:7]=1.[FH:18].N1C=CC=CC=1.O.O.O.[F-].C([N+](CCCC)(CCCC)CCCC)CCC. (6) The reactants are: [N:1]1([C:7]2[CH:8]=[CH:9][C:10]3[N:11]([C:13]([C:16]([F:19])([F:18])[F:17])=[N:14][N:15]=3)[N:12]=2)[CH2:6][CH2:5][NH:4][CH2:3][CH2:2]1.[CH3:20][N:21]([CH3:30])[C:22]1[CH:29]=[CH:28][C:25]([CH:26]=O)=[CH:24][CH:23]=1. Given the product [CH3:20][N:21]([CH3:30])[C:22]1[CH:29]=[CH:28][C:25]([CH2:26][N:4]2[CH2:3][CH2:2][N:1]([C:7]3[CH:8]=[CH:9][C:10]4[N:11]([C:13]([C:16]([F:17])([F:18])[F:19])=[N:14][N:15]=4)[N:12]=3)[CH2:6][CH2:5]2)=[CH:24][CH:23]=1, predict the reactants needed to synthesize it. (7) Given the product [NH2:9][C:6]1[CH:7]=[CH:8][C:3]([N:2]([CH3:16])[CH3:1])=[CH:4][C:5]=1[N+:13]([O-:15])=[O:14], predict the reactants needed to synthesize it. The reactants are: [CH3:1][N:2]([CH3:16])[C:3]1[CH:8]=[CH:7][C:6]([NH:9]C(=O)C)=[C:5]([N+:13]([O-:15])=[O:14])[CH:4]=1.O.[OH-].[K+].